This data is from Peptide-MHC class I binding affinity with 185,985 pairs from IEDB/IMGT. The task is: Regression. Given a peptide amino acid sequence and an MHC pseudo amino acid sequence, predict their binding affinity value. This is MHC class I binding data. (1) The peptide sequence is YQVKYVSPV. The MHC is HLA-C12:03 with pseudo-sequence HLA-C12:03. The binding affinity (normalized) is 0.580. (2) The peptide sequence is ALQEAYYRA. The MHC is HLA-A02:03 with pseudo-sequence HLA-A02:03. The binding affinity (normalized) is 0.776. (3) The peptide sequence is SLLGSALLK. The MHC is HLA-A11:01 with pseudo-sequence HLA-A11:01. The binding affinity (normalized) is 0.717. (4) The peptide sequence is KHKIFSPFK. The MHC is HLA-A30:01 with pseudo-sequence HLA-A30:01. The binding affinity (normalized) is 1.00. (5) The peptide sequence is DRFYKTLRA. The MHC is HLA-A02:06 with pseudo-sequence HLA-A02:06. The binding affinity (normalized) is 0.